From a dataset of hERG Central: cardiac toxicity at 1µM, 10µM, and general inhibition. Predict hERG channel inhibition at various concentrations. (1) The compound is O=C(NC(CC(=O)N1CCN(c2ccc(F)cc2)CC1)c1ccccc1)c1ccccc1. Results: hERG_inhib (hERG inhibition (general)): blocker. (2) Results: hERG_inhib (hERG inhibition (general)): blocker. The molecule is COc1ccc(CN2CCC(CO)(Cc3ccccc3)CC2)cc1Cn1cccn1.